From a dataset of Catalyst prediction with 721,799 reactions and 888 catalyst types from USPTO. Predict which catalyst facilitates the given reaction. (1) The catalyst class is: 208. Product: [CH3:1][O:2][C:3]1[CH:4]=[C:5]2[C:10](=[CH:11][C:12]=1[O:13][CH3:14])[N:9]=[CH:8][CH:7]=[C:6]2[O:15][C:16]1[CH:22]=[CH:21][C:19]([NH:20][C:27](=[O:33])[O:28][CH2:29][C:37]2[CH:38]=[CH:39][CH:40]=[CH:41][C:36]=2[Cl:35])=[CH:18][CH:17]=1. Reactant: [CH3:1][O:2][C:3]1[CH:4]=[C:5]2[C:10](=[CH:11][C:12]=1[O:13][CH3:14])[N:9]=[CH:8][CH:7]=[C:6]2[O:15][C:16]1[CH:22]=[CH:21][C:19]([NH2:20])=[CH:18][CH:17]=1.ClC(Cl)(O[C:27](=[O:33])[O:28][C:29](Cl)(Cl)Cl)Cl.[Cl:35][C:36]1[CH:41]=[CH:40][CH:39]=[CH:38][C:37]=1CO.C(=O)(O)[O-].[Na+]. (2) Reactant: O[CH2:2][CH2:3][C@H:4]1[C:17](=[O:18])[N:16]([CH2:19][C:20]([CH3:23])([CH3:22])[CH3:21])[CH2:15][C:7]2[C:8]3[CH:9]=[N:10][NH:11][C:12]=3[CH:13]=[CH:14][C:6]=2[CH2:5]1.S(Cl)(Cl)=O.C(=O)([O-])[O-].[K+].[K+].[NH:34]1[CH2:39][CH2:38][CH:37]([N:40]2[CH2:49][C:48]3[C:43](=[CH:44][CH:45]=[CH:46][CH:47]=3)[NH:42][C:41]2=[O:50])[CH2:36][CH2:35]1. Product: [CH2:19]([N:16]1[C:17](=[O:18])[C@H:4]([CH2:3][CH2:2][N:34]2[CH2:35][CH2:36][CH:37]([N:40]3[CH2:49][C:48]4[C:43](=[CH:44][CH:45]=[CH:46][CH:47]=4)[NH:42][C:41]3=[O:50])[CH2:38][CH2:39]2)[CH2:5][C:6]2[CH:14]=[CH:13][C:12]3[NH:11][N:10]=[CH:9][C:8]=3[C:7]=2[CH2:15]1)[C:20]([CH3:23])([CH3:22])[CH3:21]. The catalyst class is: 4. (3) Reactant: [Br:1][C:2]1[CH:3]=[CH:4][C:5]2[S:10][C:9]([CH3:12])([CH3:11])[C:8](=[O:13])[NH:7][C:6]=2[CH:14]=1.[H-].[Na+].[CH3:17][Si:18]([CH2:21][CH2:22][O:23][CH2:24]Cl)([CH3:20])[CH3:19]. Product: [Br:1][C:2]1[CH:3]=[CH:4][C:5]2[S:10][C:9]([CH3:11])([CH3:12])[C:8](=[O:13])[N:7]([CH2:24][O:23][CH2:22][CH2:21][Si:18]([CH3:20])([CH3:19])[CH3:17])[C:6]=2[CH:14]=1. The catalyst class is: 1. (4) Reactant: CC1C=CC(S(O[CH2:12][C@H:13]2[CH2:22][CH2:21][C:20]3[C:15](=[C:16]([C:24]4[CH:29]=[CH:28][CH:27]=[CH:26][C:25]=4[Cl:30])[C:17]([Cl:23])=[CH:18][CH:19]=3)[O:14]2)(=O)=O)=CC=1.[N-:31]=[N+:32]=[N-:33].[Na+]. Product: [N:31]([CH2:12][C@H:13]1[CH2:22][CH2:21][C:20]2[C:15](=[C:16]([C:24]3[CH:29]=[CH:28][CH:27]=[CH:26][C:25]=3[Cl:30])[C:17]([Cl:23])=[CH:18][CH:19]=2)[O:14]1)=[N+:32]=[N-:33]. The catalyst class is: 16. (5) Product: [CH3:1][O:2][C:3]1[C:8]([C@H:9]2[CH2:13][O:12][CH2:11][C@@H:10]2[CH2:14][OH:15])=[CH:7][CH:6]=[CH:5][N:4]=1. The catalyst class is: 1. Reactant: [CH3:1][O:2][C:3]1[C:8]([C@H:9]2[CH2:13][O:12][CH2:11][C@H:10]2[C:14](OCC)=[O:15])=[CH:7][CH:6]=[CH:5][N:4]=1.[H-].[H-].[H-].[H-].[Li+].[Al+3]. (6) Reactant: [O:1]=[CH:2][CH2:3][CH:4]1[CH2:8][C:7]2[CH:9]=[C:10]([C:13]3[CH:20]=[CH:19][C:16]([C:17]#[N:18])=[CH:15][CH:14]=3)[CH:11]=[CH:12][C:6]=2[O:5]1.[BH4-].[Na+]. Product: [OH:1][CH2:2][CH2:3][CH:4]1[CH2:8][C:7]2[CH:9]=[C:10]([C:13]3[CH:20]=[CH:19][C:16]([C:17]#[N:18])=[CH:15][CH:14]=3)[CH:11]=[CH:12][C:6]=2[O:5]1. The catalyst class is: 5. (7) Reactant: [OH:1]OS([O-])=O.[K+].[Cl:7][C:8]1[CH:13]=[C:12]([S:14][CH2:15][CH:16]=[CH2:17])[CH:11]=[CH:10][C:9]=1[NH:18][C:19](=[O:27])[C@:20]([OH:26])([CH3:25])[C:21]([F:24])([F:23])[F:22].[OH2:28]. Product: [Cl:7][C:8]1[CH:13]=[C:12]([S:14]([CH2:15][CH:16]=[CH2:17])(=[O:1])=[O:28])[CH:11]=[CH:10][C:9]=1[NH:18][C:19](=[O:27])[C@:20]([OH:26])([CH3:25])[C:21]([F:24])([F:22])[F:23]. The catalyst class is: 5.